Regression. Given two drug SMILES strings and cell line genomic features, predict the synergy score measuring deviation from expected non-interaction effect. From a dataset of NCI-60 drug combinations with 297,098 pairs across 59 cell lines. (1) Drug 1: CC1C(C(=O)NC(C(=O)N2CCCC2C(=O)N(CC(=O)N(C(C(=O)O1)C(C)C)C)C)C(C)C)NC(=O)C3=C4C(=C(C=C3)C)OC5=C(C(=O)C(=C(C5=N4)C(=O)NC6C(OC(=O)C(N(C(=O)CN(C(=O)C7CCCN7C(=O)C(NC6=O)C(C)C)C)C)C(C)C)C)N)C. Drug 2: CCCCCOC(=O)NC1=NC(=O)N(C=C1F)C2C(C(C(O2)C)O)O. Cell line: UO-31. Synergy scores: CSS=0.232, Synergy_ZIP=-1.08, Synergy_Bliss=-1.49, Synergy_Loewe=-2.95, Synergy_HSA=-2.76. (2) Drug 1: CCC1=CC2CC(C3=C(CN(C2)C1)C4=CC=CC=C4N3)(C5=C(C=C6C(=C5)C78CCN9C7C(C=CC9)(C(C(C8N6C)(C(=O)OC)O)OC(=O)C)CC)OC)C(=O)OC.C(C(C(=O)O)O)(C(=O)O)O. Drug 2: CCC1(CC2CC(C3=C(CCN(C2)C1)C4=CC=CC=C4N3)(C5=C(C=C6C(=C5)C78CCN9C7C(C=CC9)(C(C(C8N6C)(C(=O)OC)O)OC(=O)C)CC)OC)C(=O)OC)O.OS(=O)(=O)O. Cell line: UACC-257. Synergy scores: CSS=29.9, Synergy_ZIP=-9.94, Synergy_Bliss=-4.89, Synergy_Loewe=-13.7, Synergy_HSA=-2.05. (3) Synergy scores: CSS=45.7, Synergy_ZIP=-0.921, Synergy_Bliss=-3.90, Synergy_Loewe=-36.5, Synergy_HSA=-4.88. Drug 2: C(CC(=O)O)C(=O)CN.Cl. Cell line: HL-60(TB). Drug 1: C1CC(C1)(C(=O)O)C(=O)O.[NH2-].[NH2-].[Pt+2]. (4) Drug 1: C1=CC(=CC=C1CCC2=CNC3=C2C(=O)NC(=N3)N)C(=O)NC(CCC(=O)O)C(=O)O. Drug 2: C1CN1P(=S)(N2CC2)N3CC3. Cell line: A498. Synergy scores: CSS=28.4, Synergy_ZIP=1.38, Synergy_Bliss=2.29, Synergy_Loewe=-1.36, Synergy_HSA=4.98. (5) Drug 1: CC1=C(C=C(C=C1)NC(=O)C2=CC=C(C=C2)CN3CCN(CC3)C)NC4=NC=CC(=N4)C5=CN=CC=C5. Drug 2: CNC(=O)C1=NC=CC(=C1)OC2=CC=C(C=C2)NC(=O)NC3=CC(=C(C=C3)Cl)C(F)(F)F. Cell line: EKVX. Synergy scores: CSS=3.28, Synergy_ZIP=-1.73, Synergy_Bliss=-3.02, Synergy_Loewe=-5.28, Synergy_HSA=-2.61. (6) Drug 1: CCN(CC)CCCC(C)NC1=C2C=C(C=CC2=NC3=C1C=CC(=C3)Cl)OC. Drug 2: CC1=C(C(=O)C2=C(C1=O)N3CC4C(C3(C2COC(=O)N)OC)N4)N. Cell line: NCI-H460. Synergy scores: CSS=47.9, Synergy_ZIP=0.744, Synergy_Bliss=0.832, Synergy_Loewe=-23.2, Synergy_HSA=-2.66.